Dataset: Retrosynthesis with 50K atom-mapped reactions and 10 reaction types from USPTO. Task: Predict the reactants needed to synthesize the given product. (1) The reactants are: NC1CCN(CC2(O)Cn3c(=O)ccc4ccc(F)c2c43)CC1.O=Cc1cc2c(nn1)OCCC2. Given the product O=c1ccc2ccc(F)c3c2n1CC3(O)CN1CCC(NCc2cc3c(nn2)OCCC3)CC1, predict the reactants needed to synthesize it. (2) Given the product Cn1c(=O)[nH]c2ccc(-c3cccc([N+](=O)[O-])c3)cc21, predict the reactants needed to synthesize it. The reactants are: Cn1c(=O)[nH]c2ccc(Br)cc21.O=[N+]([O-])c1cccc(B(O)O)c1.